Dataset: Forward reaction prediction with 1.9M reactions from USPTO patents (1976-2016). Task: Predict the product of the given reaction. (1) Given the reactants [F:1][C:2]1[CH:7]=[CH:6][C:5]([C:8]2[C:9]3[CH:24]=[CH:23][CH:22]=[N:21][C:10]=3[NH:11][C:12](=O)[CH:13]([C:15]3[S:16][CH:17]=[CH:18][CH:19]=3)[N:14]=2)=[CH:4][CH:3]=1.[CH3:25][NH2:26].C(=O)(O)[O-].[Na+].C(OCC)(=O)C, predict the reaction product. The product is: [F:1][C:2]1[CH:7]=[CH:6][C:5]([C:8]2[C:9]3[CH:24]=[CH:23][CH:22]=[N:21][C:10]=3[N:11]=[C:12]([NH:26][CH3:25])[CH:13]([C:15]3[S:16][CH:17]=[CH:18][CH:19]=3)[N:14]=2)=[CH:4][CH:3]=1. (2) The product is: [OH:11][C:12]1[CH:17]=[C:16]([C:18]([F:21])([F:19])[F:20])[CH:15]=[CH:14][C:13]=1[C:22]1[N:27]=[CH:26][N:25]=[C:24]([O:28][C:29]2[C:34]3[N:35]=[C:36]([NH:38][C:39](=[O:41])[CH3:40])[S:37][C:33]=3[CH:32]=[CH:31][CH:30]=2)[CH:23]=1. Given the reactants FC(F)(F)C(O)=O.COC[O:11][C:12]1[CH:17]=[C:16]([C:18]([F:21])([F:20])[F:19])[CH:15]=[CH:14][C:13]=1[C:22]1[N:27]=[CH:26][N:25]=[C:24]([O:28][C:29]2[C:34]3[N:35]=[C:36]([NH:38][C:39](=[O:41])[CH3:40])[S:37][C:33]=3[CH:32]=[CH:31][CH:30]=2)[CH:23]=1, predict the reaction product. (3) Given the reactants Cl.[NH2:2][OH:3].[S:4]1[CH:8]=[CH:7][N:6]=[C:5]1[NH:9][C:10]([C:12]1[CH:13]=[CH:14][C:15]2[NH:16][C:17]3[C:18](=O)[CH2:19][CH2:20][C:21]([CH3:26])([CH3:25])[C:22]=3[C:23]=2[CH:24]=1)=[O:11], predict the reaction product. The product is: [S:4]1[CH:8]=[CH:7][N:6]=[C:5]1[NH:9][C:10]([C:12]1[CH:13]=[CH:14][C:15]2[NH:16][C:17]3[C:18](=[N:2][OH:3])[CH2:19][CH2:20][C:21]([CH3:26])([CH3:25])[C:22]=3[C:23]=2[CH:24]=1)=[O:11].